From a dataset of Catalyst prediction with 721,799 reactions and 888 catalyst types from USPTO. Predict which catalyst facilitates the given reaction. (1) Reactant: [CH3:1][O:2][C:3]1[CH:4]=[C:5]([C:11]2[CH:18]=[CH:17][C:14]([C:15]#[N:16])=[C:13]([NH:19][CH:20]3[CH2:25][CH2:24][CH:23]([OH:26])[CH2:22][CH2:21]3)[CH:12]=2)[CH:6]=[CH:7][C:8]=1[O:9][CH3:10].C([OH:29])C.OO.[OH-].[Na+]. Product: [CH3:1][O:2][C:3]1[CH:4]=[C:5]([C:11]2[CH:18]=[CH:17][C:14]([C:15]([NH2:16])=[O:29])=[C:13]([NH:19][CH:20]3[CH2:25][CH2:24][CH:23]([OH:26])[CH2:22][CH2:21]3)[CH:12]=2)[CH:6]=[CH:7][C:8]=1[O:9][CH3:10]. The catalyst class is: 16. (2) Reactant: [OH:1]CC1OC(=O)NC1.[NH:9]1[C:13]([N:14]2[CH2:22][C:21]3[C:16](=[CH:17][CH:18]=[C:19]([C:23]4[CH:28]=[CH:27][C:26]([N:29]5[CH2:33][C@H:32]([CH2:34][OH:35])[O:31][C:30]5=[O:36])=[CH:25][C:24]=4[F:37])[CH:20]=3)[CH2:15]2)=[CH:12][N:11]=[N:10]1.C(N(CC)CC)C.[P:45](Cl)(Cl)(Cl)=[O:46].[OH2:50]. Product: [P:45]([OH:46])([OH:1])([O:35][CH2:34][C@@H:32]1[O:31][C:30](=[O:36])[N:29]([C:26]2[CH:27]=[CH:28][C:23]([C:19]3[CH:20]=[C:21]4[C:16](=[CH:17][CH:18]=3)[CH2:15][N:14]([C:13]3[NH:9][N:10]=[N:11][CH:12]=3)[CH2:22]4)=[C:24]([F:37])[CH:25]=2)[CH2:33]1)=[O:50]. The catalyst class is: 1.